This data is from Forward reaction prediction with 1.9M reactions from USPTO patents (1976-2016). The task is: Predict the product of the given reaction. (1) Given the reactants [N:1]1[CH:6]=[CH:5][CH:4]=[CH:3][C:2]=1[C:7]1[N:11]=[C:10]([CH2:12][CH2:13][C:14]([OH:16])=O)[O:9][N:8]=1.C(N1C=CN=C1)(N1C=CN=C1)=O.[CH2:29]([N:36]1[CH2:41][CH2:40][CH:39]([NH2:42])[CH2:38][CH2:37]1)[C:30]1[CH:35]=[CH:34][CH:33]=[CH:32][CH:31]=1, predict the reaction product. The product is: [CH2:29]([N:36]1[CH2:41][CH2:40][CH:39]([NH:42][C:14](=[O:16])[CH2:13][CH2:12][C:10]2[O:9][N:8]=[C:7]([C:2]3[CH:3]=[CH:4][CH:5]=[CH:6][N:1]=3)[N:11]=2)[CH2:38][CH2:37]1)[C:30]1[CH:31]=[CH:32][CH:33]=[CH:34][CH:35]=1. (2) Given the reactants [CH3:1][O:2][C:3]1[CH:4]=[C:5]([C:11]#[C:12][CH2:13][CH2:14][N:15]2[CH2:19][CH2:18][O:17][C:16]2=[O:20])[CH:6]=[CH:7][C:8]=1[O:9][CH3:10].[CH2:21]([SnH:25]([CH2:30][CH2:31][CH2:32][CH3:33])[CH2:26][CH2:27][CH2:28][CH3:29])[CH2:22][CH2:23][CH3:24], predict the reaction product. The product is: [CH2:30]([Sn:25]([CH2:21][CH2:22][CH2:23][CH3:24])([CH2:26][CH2:27][CH2:28][CH3:29])[C:11]([C:5]1[CH:6]=[CH:7][C:8]([O:9][CH3:10])=[C:3]([O:2][CH3:1])[CH:4]=1)=[CH:12][CH2:13][CH2:14][N:15]1[CH2:19][CH2:18][O:17][C:16]1=[O:20])[CH2:31][CH2:32][CH3:33]. (3) Given the reactants Br[C:2]1[C:7]([Cl:8])=[CH:6][C:5]([N:9]2[C:13]3=[N:14][C:15]([OH:18])=[CH:16][CH:17]=[C:12]3[N:11]=[CH:10]2)=[C:4]([CH3:19])[CH:3]=1, predict the reaction product. The product is: [Cl:8][C:7]1[CH:2]=[CH:3][C:4]([CH3:19])=[C:5]([N:9]2[C:13]3=[N:14][C:15]([OH:18])=[CH:16][CH:17]=[C:12]3[N:11]=[CH:10]2)[CH:6]=1. (4) Given the reactants [CH3:1][O:2][C:3](=[O:6])[CH2:4][OH:5].[H-].[Na+].Cl[C:10]1[C:15]([N+:16]([O-:18])=[O:17])=[CH:14][C:13]([C:19]([F:22])([F:21])[F:20])=[CH:12][N:11]=1.O, predict the reaction product. The product is: [CH3:1][O:2][C:3](=[O:6])[CH2:4][O:5][C:10]1[C:15]([N+:16]([O-:18])=[O:17])=[CH:14][C:13]([C:19]([F:20])([F:21])[F:22])=[CH:12][N:11]=1. (5) Given the reactants [C:1]([O:5][C:6]([NH:8][C@H:9]1[C:17]2[C:12](=[CH:13][CH:14]=[C:15]([C:18]([O:20][CH3:21])=[O:19])[CH:16]=2)[CH2:11][CH2:10]1)=[O:7])([CH3:4])([CH3:3])[CH3:2].[H-].[Na+].[CH3:24]I.[Cl-].[NH4+], predict the reaction product. The product is: [C:1]([O:5][C:6]([N:8]([CH3:24])[C@H:9]1[C:17]2[C:12](=[CH:13][CH:14]=[C:15]([C:18]([O:20][CH3:21])=[O:19])[CH:16]=2)[CH2:11][CH2:10]1)=[O:7])([CH3:4])([CH3:3])[CH3:2]. (6) Given the reactants Br[C:2]1[CH:3]=[C:4]([CH:28]=[CH:29][C:30]=1[O:31][CH3:32])[CH2:5][C@H:6]1[C@H:14]2[C@@H:10]([N:11]([CH2:16][C:17]3[CH:22]=[CH:21][CH:20]=[C:19]([CH:23]([CH3:25])[CH3:24])[CH:18]=3)[C:12](=[O:15])[O:13]2)[CH2:9][S:8](=[O:27])(=[O:26])[CH2:7]1.[C:33](P(C(C)(C)C)C(C)(C)C)(C)(C)[CH3:34], predict the reaction product. The product is: [CH:23]([C:19]1[CH:18]=[C:17]([CH:22]=[CH:21][CH:20]=1)[CH2:16][N:11]1[C@@H:10]2[C@H:14]([C@H:6]([CH2:5][C:4]3[CH:28]=[CH:29][C:30]([O:31][CH3:32])=[C:2]([CH:33]=[CH2:34])[CH:3]=3)[CH2:7][S:8](=[O:27])(=[O:26])[CH2:9]2)[O:13][C:12]1=[O:15])([CH3:25])[CH3:24]. (7) Given the reactants [CH2:1]([O:5][C:6]1[CH:11]=[CH:10][C:9]([C:12]2([CH3:22])[NH:17][C:16](=[O:18])[C:15]([C:19]#[N:20])=[C:14](O)[CH2:13]2)=[CH:8][CH:7]=1)[CH2:2][CH2:3][CH3:4].O=P(Cl)(Cl)[Cl:25].CCN(C(C)C)C(C)C, predict the reaction product. The product is: [CH2:1]([O:5][C:6]1[CH:11]=[CH:10][C:9]([C:12]2([CH3:22])[NH:17][C:16](=[O:18])[C:15]([C:19]#[N:20])=[C:14]([Cl:25])[CH2:13]2)=[CH:8][CH:7]=1)[CH2:2][CH2:3][CH3:4].